From a dataset of TCR-epitope binding with 47,182 pairs between 192 epitopes and 23,139 TCRs. Binary Classification. Given a T-cell receptor sequence (or CDR3 region) and an epitope sequence, predict whether binding occurs between them. The epitope is GLIYNRMGAVTTEV. The TCR CDR3 sequence is CASSLAGTGFDQETQYF. Result: 0 (the TCR does not bind to the epitope).